Predict the product of the given reaction. From a dataset of Forward reaction prediction with 1.9M reactions from USPTO patents (1976-2016). (1) Given the reactants [OH:1][CH2:2][CH2:3][CH2:4][O:5][C:6]1[CH:13]=[CH:12][C:9]([C:10]#[N:11])=[CH:8][N:7]=1.O[C:15]1[CH:16]=[C:17]2[C:21](=[CH:22][CH:23]=1)[C@H:20]([CH2:24][C:25]([O:27][CH2:28][CH3:29])=[O:26])[CH2:19][CH2:18]2.C1(P(C2C=CC=CC=2)C2C=CC=CC=2)C=CC=CC=1.N(C(N1CCCCC1)=O)=NC(N1CCCCC1)=O, predict the reaction product. The product is: [C:10]([C:9]1[CH:12]=[CH:13][C:6]([O:5][CH2:4][CH2:3][CH2:2][O:1][C:15]2[CH:16]=[C:17]3[C:21](=[CH:22][CH:23]=2)[C@H:20]([CH2:24][C:25]([O:27][CH2:28][CH3:29])=[O:26])[CH2:19][CH2:18]3)=[N:7][CH:8]=1)#[N:11]. (2) Given the reactants [F:1][C:2]1[CH:7]=[C:6]([F:8])[CH:5]=[CH:4][C:3]=1[C:9]1[CH:10]=[N:11][N:12]2[CH2:17][CH:16]([CH3:18])[NH:15][CH2:14][C:13]=12.FC1C=CC(C2C=CN3CCNCC=23)=CC=1.[F:35][CH:36]([F:53])[C:37]1[CH:42]=[C:41]([NH:43][C:44](=O)[O:45]C2C=CC=CC=2)[CH:40]=[CH:39][N:38]=1.ClC1C=C(NC(=O)OC2C=CC=CC=2)C=CC=1F, predict the reaction product. The product is: [F:53][CH:36]([F:35])[C:37]1[CH:42]=[C:41]([NH:43][C:44]([N:15]2[CH:16]([CH3:18])[CH2:17][N:12]3[N:11]=[CH:10][C:9]([C:3]4[CH:4]=[CH:5][C:6]([F:8])=[CH:7][C:2]=4[F:1])=[C:13]3[CH2:14]2)=[O:45])[CH:40]=[CH:39][N:38]=1. (3) Given the reactants C(OC(=O)[N:7]([CH2:31][C:32]1[CH:37]=[CH:36][C:35]([NH:38][C:39](=[O:42])[CH:40]=[CH2:41])=[CH:34][CH:33]=1)[C@H:8]1[CH2:13][CH2:12][CH2:11][C@@H:10]([NH:14][C:15]2[N:20]=[C:19]([C:21]3[C:29]4[C:24](=[CH:25][CH:26]=[CH:27][CH:28]=4)[NH:23][N:22]=3)[C:18]([Cl:30])=[CH:17][N:16]=2)[CH2:9]1)(C)(C)C, predict the reaction product. The product is: [Cl:30][C:18]1[C:19]([C:21]2[C:29]3[C:24](=[CH:25][CH:26]=[CH:27][CH:28]=3)[NH:23][N:22]=2)=[N:20][C:15]([NH:14][C@@H:10]2[CH2:11][CH2:12][CH2:13][C@H:8]([NH:7][CH2:31][C:32]3[CH:33]=[CH:34][C:35]([NH:38][C:39](=[O:42])[CH:40]=[CH2:41])=[CH:36][CH:37]=3)[CH2:9]2)=[N:16][CH:17]=1. (4) Given the reactants NC1C2C(Cl)=CN(C(OCC3C=CC=CC=3)=O)C=2C=CN=1.C(N(CC)CC)C.C1(C(Cl)=O)CC1.[CH:35]1([C:38]([NH:40][C:41]2[C:46]3[C:47]([Cl:60])=[CH:48][N:49](C(OCC4C=CC=CC=4)=O)[C:45]=3[CH:44]=[CH:43][N:42]=2)=[O:39])[CH2:37][CH2:36]1.C(=O)([O-])[O-].[K+].[K+], predict the reaction product. The product is: [Cl:60][C:47]1[C:46]2[C:41]([NH:40][C:38]([CH:35]3[CH2:36][CH2:37]3)=[O:39])=[N:42][CH:43]=[CH:44][C:45]=2[NH:49][CH:48]=1. (5) Given the reactants [Cl:1][C:2]1[CH:7]=[CH:6][CH:5]=[CH:4][C:3]=1I.C([Mg]Br)C.[Cl:13][C:14]1[CH:21]=[CH:20][CH:19]=[CH:18][C:15]=1[CH:16]=[O:17].Cl, predict the reaction product. The product is: [Cl:1][C:2]1[CH:7]=[CH:6][CH:5]=[CH:4][C:3]=1[CH:16]([C:15]1[CH:18]=[CH:19][CH:20]=[CH:21][C:14]=1[Cl:13])[OH:17]. (6) Given the reactants [C:1]1([CH3:20])[CH:6]=[CH:5][C:4]([C:7]2[O:8][C:9]([C:16]([F:19])([F:18])[F:17])=[C:10]([CH2:12][CH2:13][CH2:14][OH:15])[N:11]=2)=[CH:3][CH:2]=1.C(N(CC)CC)C.[C:28]1([CH3:38])[CH:33]=[CH:32][C:31]([S:34](Cl)(=[O:36])=[O:35])=[CH:30][CH:29]=1.C(OCC)(=O)C, predict the reaction product. The product is: [C:28]1([CH3:38])[CH:33]=[CH:32][C:31]([S:34]([O:15][CH2:14][CH2:13][CH2:12][C:10]2[N:11]=[C:7]([C:4]3[CH:5]=[CH:6][C:1]([CH3:20])=[CH:2][CH:3]=3)[O:8][C:9]=2[C:16]([F:18])([F:19])[F:17])(=[O:36])=[O:35])=[CH:30][CH:29]=1. (7) Given the reactants [Br:1][C:2]1[CH:18]=[CH:17][C:5]2[C:6]([C:9]3[CH:16]=[CH:15][CH:14]=[CH:13][C:10]=3[CH:11]=O)=[N:7][O:8][C:4]=2[CH:3]=1.[F:19][C:20]1[CH:25]=[CH:24][C:23]([CH:26]([C:28]2[CH:33]=[CH:32][C:31]([F:34])=[CH:30][CH:29]=2)[NH2:27])=[CH:22][CH:21]=1.S([O-])([O-])(=O)=O.[Mg+2], predict the reaction product. The product is: [Br:1][C:2]1[CH:18]=[CH:17][C:5]2[C:6]([C:9]3[CH:16]=[CH:15][CH:14]=[CH:13][C:10]=3/[CH:11]=[N:27]/[CH:26]([C:23]3[CH:24]=[CH:25][C:20]([F:19])=[CH:21][CH:22]=3)[C:28]3[CH:29]=[CH:30][C:31]([F:34])=[CH:32][CH:33]=3)=[N:7][O:8][C:4]=2[CH:3]=1. (8) Given the reactants [NH2:1][C@@H:2]([CH2:32][CH3:33])[C:3]([NH:5][C@@H:6]1[C:12](=[O:13])[N:11]([CH2:14][C:15]2[C:24]3[C:19](=[CH:20][C:21]([Br:25])=[CH:22][CH:23]=3)[CH:18]=[CH:17][C:16]=2[O:26][CH3:27])[C:10]2[CH:28]=[CH:29][CH:30]=[CH:31][C:9]=2[CH2:8][CH2:7]1)=[O:4].[CH2:34]1OC(O)C[O:36][CH:35]1O.C(O)(=O)C.C([BH3-])#N.[Na+], predict the reaction product. The product is: [Br:25][C:21]1[CH:20]=[C:19]2[C:24](=[CH:23][CH:22]=1)[C:15]([CH2:14][N:11]1[C:12](=[O:13])[C@@H:6]([NH:5][C:3](=[O:4])[C@@H:2]([NH:1][CH2:34][CH2:35][OH:36])[CH2:32][CH3:33])[CH2:7][CH2:8][C:9]3[CH:31]=[CH:30][CH:29]=[CH:28][C:10]1=3)=[C:16]([O:26][CH3:27])[CH:17]=[CH:18]2. (9) Given the reactants [CH3:1][NH:2][C@@H:3]1[C:8]2[CH:9]=[CH:10][CH:11]=[CH:12][C:7]=2[C@H:6]([C:13]2[CH:14]=[CH:15][C:16]([Cl:20])=[C:17]([Cl:19])[CH:18]=2)[CH2:5][CH2:4]1, predict the reaction product. The product is: [CH3:1][NH:2][C@@H:3]1[C:8]2[CH:9]=[CH:10][CH:11]=[CH:12][C:7]=2[C@H:6]([C:13]2[CH:14]=[CH:15][C:16]([Cl:20])=[C:17]([Cl:19])[CH:18]=2)[CH2:5][CH2:4]1.[ClH:19]. (10) Given the reactants [Na].O[CH:3]=[C:4]1[CH2:8][CH2:7][O:6][C:5]1=[O:9].[Cl:10][C:11]1[CH:18]=[CH:17][CH:16]=[CH:15][C:12]=1[CH2:13][NH2:14], predict the reaction product. The product is: [Cl:10][C:11]1[CH:18]=[CH:17][CH:16]=[CH:15][C:12]=1[CH2:13][NH:14][CH:3]=[C:4]1[CH2:8][CH2:7][O:6][C:5]1=[O:9].